From a dataset of Forward reaction prediction with 1.9M reactions from USPTO patents (1976-2016). Predict the product of the given reaction. (1) Given the reactants [C:1]([O:5][C:6]([NH:8][C@H:9]([C:27]([OH:29])=[O:28])[CH2:10][O:11][C:12]1[C:17]([N+:18]([O-])=O)=[CH:16][CH:15]=[CH:14][C:13]=1[C:21]1[CH:26]=[CH:25][CH:24]=[CH:23][CH:22]=1)=[O:7])([CH3:4])([CH3:3])[CH3:2], predict the reaction product. The product is: [NH2:18][C:17]1[C:12]([O:11][CH2:10][C@@H:9]([C:27]([OH:29])=[O:28])[NH:8][C:6]([O:5][C:1]([CH3:2])([CH3:3])[CH3:4])=[O:7])=[C:13]([C:21]2[CH:22]=[CH:23][CH:24]=[CH:25][CH:26]=2)[CH:14]=[CH:15][CH:16]=1. (2) Given the reactants CS(O[CH2:6][CH2:7][N:8]1[C:16]2[N:15]=[C:14]([NH2:17])[N:13]3[N:18]=[C:19]([C:21]4[O:22][CH:23]=[CH:24][CH:25]=4)[N:20]=[C:12]3[C:11]=2[CH:10]=[CH:9]1)(=O)=O.[F:26][C:27]1[CH:32]=[C:31]([F:33])[CH:30]=[CH:29][C:28]=1[NH:34][CH2:35][CH2:36][CH2:37][CH2:38][NH2:39], predict the reaction product. The product is: [NH2:17][C:14]1[N:13]2[N:18]=[C:19]([C:21]3[O:22][CH:23]=[CH:24][CH:25]=3)[N:20]=[C:12]2[C:11]2[CH:10]=[CH:9][N:8]([CH2:7][CH2:6][NH:39][CH2:38][CH2:37][CH2:36][CH2:35][NH:34][C:28]3[CH:29]=[CH:30][C:31]([F:33])=[CH:32][C:27]=3[F:26])[C:16]=2[N:15]=1. (3) The product is: [CH:27]([OH:26])=[O:34].[CH2:1]([NH:3][C:4]([NH:6][C:7]1[CH:8]=[CH:9][C:10]([C:13]2[N:14]=[C:15]([N:23]3[CH2:28][CH2:27][O:26][CH2:25][C@@H:24]3[CH3:29])[C:16]3[CH2:22][CH2:21][N:20]([CH2:30][CH:31]([CH3:33])[CH3:32])[CH2:19][C:17]=3[N:18]=2)=[CH:11][CH:12]=1)=[O:5])[CH3:2]. Given the reactants [CH2:1]([NH:3][C:4]([NH:6][C:7]1[CH:12]=[CH:11][C:10]([C:13]2[N:14]=[C:15]([N:23]3[CH2:28][CH2:27][O:26][CH2:25][C@@H:24]3[CH3:29])[C:16]3[CH2:22][CH2:21][NH:20][CH2:19][C:17]=3[N:18]=2)=[CH:9][CH:8]=1)=[O:5])[CH3:2].[CH:30](=[O:34])[CH:31]([CH3:33])[CH3:32], predict the reaction product. (4) Given the reactants C(=O)([O-])[O-].[K+].[K+].B1(C=C)OB([CH:13]=[CH2:14])OB(C=C)O1.C1C=CN=CC=1.[Cl:25][C:26]1[CH:31]=[CH:30][C:29]([NH:32][C:33]([C:35]2[N:39]([CH3:40])[N:38]=[C:37]([C:41]([F:47])([F:46])[C:42]([F:45])([F:44])[F:43])[C:36]=2I)=[O:34])=[CH:28][C:27]=1[C:49](=[O:54])[NH:50][CH:51]1[CH2:53][CH2:52]1, predict the reaction product. The product is: [Cl:25][C:26]1[CH:31]=[CH:30][C:29]([NH:32][C:33]([C:35]2[N:39]([CH3:40])[N:38]=[C:37]([C:41]([F:47])([F:46])[C:42]([F:45])([F:44])[F:43])[C:36]=2[CH:13]=[CH2:14])=[O:34])=[CH:28][C:27]=1[C:49](=[O:54])[NH:50][CH:51]1[CH2:53][CH2:52]1. (5) Given the reactants [NH2:1][C:2]1[CH:7]=[C:6]([CH2:8][C:9]([O:11][C:12]([CH3:15])([CH3:14])[CH3:13])=[O:10])[CH:5]=[CH:4][N:3]=1.C(OCC)(OCC)OCC.[N-:26]=[N+:27]=[N-:28].[Na+].[C:30](=O)(O)[O-].[Na+], predict the reaction product. The product is: [N:1]1([C:2]2[CH:7]=[C:6]([CH2:8][C:9]([O:11][C:12]([CH3:15])([CH3:14])[CH3:13])=[O:10])[CH:5]=[CH:4][N:3]=2)[CH:30]=[N:28][N:27]=[N:26]1.